From a dataset of Full USPTO retrosynthesis dataset with 1.9M reactions from patents (1976-2016). Predict the reactants needed to synthesize the given product. (1) Given the product [CH2:1]([O:3][C:4](=[O:28])[CH2:5][C:6]1[CH:7]=[C:8]([C:14]2[CH:19]=[CH:18][C:17]([C:20]([F:23])([F:21])[F:22])=[CH:16][C:15]=2[CH2:24][N:25]([CH2:26][CH3:27])[C:37](=[O:38])[CH2:36][S:35][C:29]2[CH:34]=[CH:33][CH:32]=[CH:31][CH:30]=2)[C:9]([O:12][CH3:13])=[CH:10][CH:11]=1)[CH3:2], predict the reactants needed to synthesize it. The reactants are: [CH2:1]([O:3][C:4](=[O:28])[CH2:5][C:6]1[CH:7]=[C:8]([C:14]2[CH:19]=[CH:18][C:17]([C:20]([F:23])([F:22])[F:21])=[CH:16][C:15]=2[CH2:24][NH:25][CH2:26][CH3:27])[C:9]([O:12][CH3:13])=[CH:10][CH:11]=1)[CH3:2].[C:29]1([S:35][CH2:36][C:37](Cl)=[O:38])[CH:34]=[CH:33][CH:32]=[CH:31][CH:30]=1. (2) Given the product [CH3:1][O:2][C:3](=[O:28])[NH:4][CH:5]([C:9]([N:11]1[CH2:15][C:14](=[CH2:29])[CH2:13][CH:12]1[C:16]1[NH:17][C:18]([C:21]2[CH:22]=[CH:23][C:24]([Br:27])=[CH:25][CH:26]=2)=[CH:19][N:20]=1)=[O:10])[CH:6]([CH3:8])[CH3:7], predict the reactants needed to synthesize it. The reactants are: [CH3:1][O:2][C:3](=[O:28])[NH:4][CH:5]([C:9]([N:11]1[CH2:15][CH2:14][CH2:13][CH:12]1[C:16]1[NH:17][C:18]([C:21]2[CH:26]=[CH:25][C:24]([Br:27])=[CH:23][CH:22]=2)=[CH:19][N:20]=1)=[O:10])[CH:6]([CH3:8])[CH3:7].[C:29](OC(N1CC(=C)CC1C(O)=O)=O)(C)(C)C.